From a dataset of Forward reaction prediction with 1.9M reactions from USPTO patents (1976-2016). Predict the product of the given reaction. The product is: [Cl:1][C:2]1[CH:7]=[CH:6][CH:5]=[C:4]([NH2:8])[C:3]=1[NH2:9]. Given the reactants [Cl:1][C:2]1[C:3]([N+:9]([O-])=O)=[C:4]([NH2:8])[CH:5]=[CH:6][CH:7]=1.[NH4+].[Cl-].CC(C)=O, predict the reaction product.